Task: Regression. Given a peptide amino acid sequence and an MHC pseudo amino acid sequence, predict their binding affinity value. This is MHC class I binding data.. Dataset: Peptide-MHC class I binding affinity with 185,985 pairs from IEDB/IMGT (1) The peptide sequence is DRVVLQSKELL. The MHC is HLA-B27:05 with pseudo-sequence HLA-B27:05. The binding affinity (normalized) is 0.0707. (2) The peptide sequence is KLLPVHYYM. The MHC is HLA-B58:01 with pseudo-sequence HLA-B58:01. The binding affinity (normalized) is 0.653. (3) The peptide sequence is LVVDFSQFSR. The MHC is HLA-A02:03 with pseudo-sequence HLA-A02:03. The binding affinity (normalized) is 0.101. (4) The peptide sequence is AVLQSGFRK. The MHC is HLA-A02:01 with pseudo-sequence HLA-A02:01. The binding affinity (normalized) is 0.113. (5) The peptide sequence is NMLNIMNRRK. The MHC is HLA-A03:01 with pseudo-sequence HLA-A03:01. The binding affinity (normalized) is 0.520. (6) The peptide sequence is YLIPSVTSL. The MHC is HLA-B15:17 with pseudo-sequence HLA-B15:17. The binding affinity (normalized) is 0.0847. (7) The peptide sequence is KLWEWLGYL. The MHC is HLA-A68:02 with pseudo-sequence HLA-A68:02. The binding affinity (normalized) is 0.126. (8) The peptide sequence is DPLVIPFSF. The MHC is HLA-B18:01 with pseudo-sequence HLA-B18:01. The binding affinity (normalized) is 0.256. (9) The peptide sequence is TMFKIVYSL. The MHC is HLA-A02:01 with pseudo-sequence HLA-A02:01. The binding affinity (normalized) is 0.794.